This data is from Full USPTO retrosynthesis dataset with 1.9M reactions from patents (1976-2016). The task is: Predict the reactants needed to synthesize the given product. (1) Given the product [Cl:1][C:2]1[N:3]=[CH:4][C:5]([C:8]([N:16]([CH2:15][C:14]2[CH:28]=[CH:29][C:30]([O:32][CH3:33])=[CH:31][C:13]=2[O:12][CH3:11])[CH2:17][C:18]2[CH:23]=[CH:22][C:21]([O:24][CH3:25])=[CH:20][C:19]=2[O:26][CH3:27])=[O:9])=[N:6][CH:7]=1, predict the reactants needed to synthesize it. The reactants are: [Cl:1][C:2]1[N:3]=[CH:4][C:5]([C:8](Cl)=[O:9])=[N:6][CH:7]=1.[CH3:11][O:12][C:13]1[CH:31]=[C:30]([O:32][CH3:33])[CH:29]=[CH:28][C:14]=1[CH2:15][NH:16][CH2:17][C:18]1[CH:23]=[CH:22][C:21]([O:24][CH3:25])=[CH:20][C:19]=1[O:26][CH3:27].C(N(CC)CC)C. (2) Given the product [Br:22][C:23]1[CH:28]=[CH:27][C:26]([C:29]2[CH:34]=[CH:33][C:32]([C:2]3[C:3]4[C:8]([C:9]([C:16]5[CH:21]=[CH:20][CH:19]=[CH:18][CH:17]=5)=[C:10]5[C:15]=3[CH:14]=[CH:13][CH:12]=[CH:11]5)=[CH:7][CH:6]=[CH:5][CH:4]=4)=[CH:31][CH:30]=2)=[CH:25][CH:24]=1, predict the reactants needed to synthesize it. The reactants are: I[C:2]1[C:3]2[C:8]([C:9]([C:16]3[CH:21]=[CH:20][CH:19]=[CH:18][CH:17]=3)=[C:10]3[C:15]=1[CH:14]=[CH:13][CH:12]=[CH:11]3)=[CH:7][CH:6]=[CH:5][CH:4]=2.[Br:22][C:23]1[CH:28]=[CH:27][C:26]([C:29]2[CH:34]=[CH:33][C:32](B(O)O)=[CH:31][CH:30]=2)=[CH:25][CH:24]=1.C(=O)([O-])[O-].[Na+].[Na+]. (3) Given the product [Br:5][C:6]1[CH:15]=[C:14]2[C:9]([C:10]([NH:16][C:17]3[CH:22]=[CH:21][C:20]([F:23])=[C:19]([Cl:24])[CH:18]=3)=[N:11][CH:12]=[N:13]2)=[CH:8][C:7]=1[NH2:25], predict the reactants needed to synthesize it. The reactants are: Cl.C(O)C.[Br:5][C:6]1[CH:15]=[C:14]2[C:9]([C:10]([NH:16][C:17]3[CH:22]=[CH:21][C:20]([F:23])=[C:19]([Cl:24])[CH:18]=3)=[N:11][CH:12]=[N:13]2)=[CH:8][C:7]=1[N+:25]([O-])=O.[OH-].[Na+]. (4) The reactants are: [OH:1][O:2][S:3]([O-:5])=O.[K+].[Cl:7][C:8]1[CH:9]=[C:10]2[C:14](=[CH:15][CH:16]=1)[NH:13][C:12]([C:17]([NH:19][CH:20]1[CH2:29][C:28]3[C:23](=[CH:24][CH:25]=[CH:26][CH:27]=3)[N:22]([CH2:30][CH2:31][S:32][CH3:33])[C:21]1=[O:34])=[O:18])=[CH:11]2.[CH3:35]O. Given the product [Cl:7][C:8]1[CH:9]=[C:10]2[C:14](=[CH:15][CH:16]=1)[NH:13][C:12]([C:17]([NH:19][CH:20]1[CH2:29][C:28]3[C:23](=[CH:24][CH:25]=[CH:26][CH:27]=3)[N:22]([CH2:30][CH2:31][S:32]([CH3:33])=[O:1])[C:21]1=[O:34])=[O:18])=[CH:11]2.[Cl:7][C:8]1[CH:9]=[C:10]2[C:14](=[CH:15][CH:16]=1)[NH:13][C:12]([C:17]([NH:19][CH:20]1[CH2:29][C:28]3[C:23](=[CH:24][CH:25]=[CH:26][CH:27]=3)[N:22]([CH2:30][CH2:31][S:3]([CH3:35])(=[O:5])=[O:2])[C:21]1=[O:34])=[O:18])=[CH:11]2, predict the reactants needed to synthesize it. (5) Given the product [ClH:1].[N:7]1([C:15]([O:17][CH2:18][C:19]([NH:21][CH3:22])=[O:20])=[O:16])[CH2:8][CH2:9][NH:10][CH2:11][CH2:6]1, predict the reactants needed to synthesize it. The reactants are: [ClH:1].CC([CH:6]1[CH2:11][N:10](C([O-])=O)[CH2:9][CH2:8][N:7]1[C:15]([O:17][CH2:18][C:19]([NH:21][CH3:22])=[O:20])=[O:16])(C)C. (6) Given the product [CH3:35][N:38]1[C:39]2[C:40](=[CH:41][CH:42]=[CH:43][CH:44]=2)[CH:21]=[C:20]1[C:19]([NH:18][CH:16]([C:13]1[N:12]=[N:11][C:10]([NH:9][C:6]2[CH:5]=[CH:4][C:3]([O:2][CH3:1])=[CH:8][CH:7]=2)=[N:15][CH:14]=1)[CH3:17])=[O:28], predict the reactants needed to synthesize it. The reactants are: [CH3:1][O:2][C:3]1[CH:8]=[CH:7][C:6]([NH:9][C:10]2[N:11]=[N:12][C:13]([CH:16]([NH:18][C:19](=[O:28])[CH:20](C3C=CC=CC=3)[CH3:21])[CH3:17])=[CH:14][N:15]=2)=[CH:5][CH:4]=1.NC(C1N=N[C:35]([NH:38][C:39]2[CH:44]=[CH:43][C:42](OC)=[CH:41][CH:40]=2)=NC=1)C.CN1C2C(=CC=CC=2)C=C1C(O)=O. (7) Given the product [F:1][C:2]1[C:7]([F:8])=[CH:6][CH:5]=[CH:4][C:3]=1[C:9]1[N:17]=[C:12]2[CH:13]=[N:14][N:15]([CH2:19][C:20]3[O:24][N:23]=[C:22]([C:25]4[CH:30]=[CH:29][C:28]([O:31][CH3:32])=[CH:27][CH:26]=4)[N:21]=3)[CH:16]=[C:11]2[N:10]=1, predict the reactants needed to synthesize it. The reactants are: [F:1][C:2]1[C:7]([F:8])=[CH:6][CH:5]=[CH:4][C:3]=1[C:9]1[N:17]=[C:12]2[CH:13]=[N:14][NH:15][CH:16]=[C:11]2[N:10]=1.Cl[CH2:19][C:20]1[O:24][N:23]=[C:22]([C:25]2[CH:30]=[CH:29][C:28]([O:31][CH3:32])=[CH:27][CH:26]=2)[N:21]=1.